This data is from Forward reaction prediction with 1.9M reactions from USPTO patents (1976-2016). The task is: Predict the product of the given reaction. Given the reactants [CH2:1]([C:3]([C:6]1[C:7]([Br:23])=[C:8]2[N:13]([C:14]=1[CH2:15][N:16]1[CH2:21][CH2:20][O:19][CH2:18][CH2:17]1)[N:12]=[CH:11][N:10]=[C:9]2[NH2:22])([OH:5])C)C.CC(OI1(OC(C)=O)(OC(C)=O)OC(=O)C2C=CC=CC1=2)=O, predict the reaction product. The product is: [NH2:22][C:9]1[C:8]2=[C:7]([Br:23])[C:6]([C:3](=[O:5])[CH3:1])=[C:14]([CH2:15][N:16]3[CH2:17][CH2:18][O:19][CH2:20][CH2:21]3)[N:13]2[N:12]=[CH:11][N:10]=1.